From a dataset of Full USPTO retrosynthesis dataset with 1.9M reactions from patents (1976-2016). Predict the reactants needed to synthesize the given product. The reactants are: [F:1][C:2]1[CH:7]=[CH:6][C:5]([CH2:8][C:9]2[CH:18]=[C:17]3[C:12]([C:13]([OH:25])=[C:14]([C:20](OCC)=[O:21])[C:15](=[O:19])[NH:16]3)=[N:11][CH:10]=2)=[CH:4][CH:3]=1.[CH2:26]([O:29][CH2:30][CH2:31][NH2:32])[CH2:27][CH3:28]. Given the product [F:1][C:2]1[CH:7]=[CH:6][C:5]([CH2:8][C:9]2[CH:18]=[C:17]3[C:12]([C:13]([OH:25])=[C:14]([C:20]([NH:32][CH2:31][CH2:30][O:29][CH2:26][CH2:27][CH3:28])=[O:21])[C:15](=[O:19])[NH:16]3)=[N:11][CH:10]=2)=[CH:4][CH:3]=1, predict the reactants needed to synthesize it.